This data is from CYP2C9 inhibition data for predicting drug metabolism from PubChem BioAssay. The task is: Regression/Classification. Given a drug SMILES string, predict its absorption, distribution, metabolism, or excretion properties. Task type varies by dataset: regression for continuous measurements (e.g., permeability, clearance, half-life) or binary classification for categorical outcomes (e.g., BBB penetration, CYP inhibition). Dataset: cyp2c9_veith. (1) The drug is COc1ccccc1CN1CCCC2(CCN(C(=O)Oc3ccccc3)CC2)C1. The result is 0 (non-inhibitor). (2) The drug is C[N+](C)([O-])CCC=C1c2ccccc2CCc2ccccc21. The result is 0 (non-inhibitor).